The task is: Regression/Classification. Given a drug SMILES string, predict its absorption, distribution, metabolism, or excretion properties. Task type varies by dataset: regression for continuous measurements (e.g., permeability, clearance, half-life) or binary classification for categorical outcomes (e.g., BBB penetration, CYP inhibition). Dataset: bbb_martins.. This data is from Blood-brain barrier penetration binary classification data from Martins et al.. (1) The compound is CC(Oc1ccccc1)C(=O)NC1C(=O)N2C1SC(C)(C)C2C(=O)O. The result is 0 (does not penetrate BBB). (2) The molecule is Cc1cc(=O)n(-c2ccccc2)n1C. The result is 1 (penetrates BBB). (3) The molecule is CN1C(=O)CN=C(C2=CCCCC2)c2cc([N+](=O)[O-])ccc21. The result is 1 (penetrates BBB). (4) The compound is CC(C)CC(OC(=O)c1ccco1)C(=O)N[C@@H]1C(=O)N2[C@@H](C(=O)O)C(C)(C)S[C@H]12. The result is 0 (does not penetrate BBB). (5) The molecule is NS(=O)(=O)c1ccc(C(=O)O)cc1. The result is 1 (penetrates BBB). (6) The drug is CC(C)(C)c1ccc(C(O)CCCN2CCC(C(O)(c3ccccc3)c3ccccc3)CC2)cc1. The result is 0 (does not penetrate BBB). (7) The result is 1 (penetrates BBB). The compound is CCN1CCCC1CNC(=O)c1cc(S(N)(=O)=O)ccc1OC. (8) The compound is NC(N)=N/N=C/c1c(Cl)cccc1Cl. The result is 0 (does not penetrate BBB). (9) The compound is CCn1c2c(c3ccccc31)CCSC2(C)CCN(C)C. The result is 1 (penetrates BBB). (10) The molecule is CCN(CC)CCNC(=O)c1cc(Br)c(N)cc1OC. The result is 1 (penetrates BBB).